This data is from Full USPTO retrosynthesis dataset with 1.9M reactions from patents (1976-2016). The task is: Predict the reactants needed to synthesize the given product. (1) Given the product [Cl:43][C:42]1[CH:7]=[CH:8][CH:3]=[CH:4][C:5]=1[C@:3]1([CH2:2][N:37]2[CH2:38][CH2:39][NH:34][C:35](=[O:40])[CH2:36]2)[CH:8]=[CH:7][C:6]([CH2:9][N:10]2[CH2:11][C:12](=[C:14]([C:19]3[CH:24]=[C:23]([F:25])[CH:22]=[C:21]([F:26])[CH:20]=3)[S:15]([CH3:18])(=[O:16])=[O:17])[CH2:13]2)=[CH:5][CH2:4]1, predict the reactants needed to synthesize it. The reactants are: Cl[CH2:2][C:3]1[CH:8]=[CH:7][C:6]([C@H:9](C2C=CC(Cl)=CC=2)[N:10]2[CH2:13][C:12](=[C:14]([C:19]3[CH:24]=[C:23]([F:25])[CH:22]=[C:21]([F:26])[CH:20]=3)[S:15]([CH3:18])(=[O:17])=[O:16])[CH2:11]2)=[CH:5][CH:4]=1.[NH:34]1[CH2:39][CH2:38][NH:37][CH2:36][C:35]1=[O:40].Cl[CH2:42][Cl:43]. (2) Given the product [CH3:8][N:6]1[CH:7]=[C:2]([B:32]2[O:33][C:34]([CH3:36])([CH3:35])[C:30]([CH3:46])([CH3:29])[O:31]2)[C:3]2[CH:12]=[C:11]([C:13]3[CH:14]=[N:15][N:16]([CH3:18])[CH:17]=3)[N:10]([S:19]([C:22]3[CH:28]=[CH:27][C:25]([CH3:26])=[CH:24][CH:23]=3)(=[O:20])=[O:21])[C:4]=2[C:5]1=[O:9], predict the reactants needed to synthesize it. The reactants are: Br[C:2]1[C:3]2[CH:12]=[C:11]([C:13]3[CH:14]=[N:15][N:16]([CH3:18])[CH:17]=3)[N:10]([S:19]([C:22]3[CH:28]=[CH:27][C:25]([CH3:26])=[CH:24][CH:23]=3)(=[O:21])=[O:20])[C:4]=2[C:5](=[O:9])[N:6]([CH3:8])[CH:7]=1.[CH3:29][C:30]1([CH3:46])[C:34]([CH3:36])([CH3:35])[O:33][B:32]([B:32]2[O:33][C:34]([CH3:36])([CH3:35])[C:30]([CH3:46])([CH3:29])[O:31]2)[O:31]1.C([O-])(=O)C.[K+].